Dataset: Reaction yield outcomes from USPTO patents with 853,638 reactions. Task: Predict the reaction yield, written as a fraction of the theoretical maximum amount of product (1.0 means a 100% yield; for example, 0.34 means a 34% yield). (1) The reactants are N[C@H](C(O)=O)CS.C1(=O)NC(=O)C=C1.[OH:15][C:16]([CH2:18][CH2:19][CH2:20][CH2:21][C@H:22]1[C@@H:30]2[C@@H:25]([NH:26][C:27]([NH:29]2)=[O:28])[CH2:24][S:23]1)=[O:17]. No catalyst specified. The product is [OH:17][C:16]([CH2:18][CH2:19][CH2:20][CH2:21][C@H:22]1[C@@H:30]2[C@@H:25]([NH:26][C:27]([NH:29]2)=[O:28])[CH2:24][S:23]1)=[O:15]. The yield is 1.00. (2) The reactants are [CH3:1][O:2][C:3]1[CH:12]=[CH:11][C:6]2[N:7]=[C:8]([NH2:10])[S:9][C:5]=2[CH:4]=1.Br[CH2:14][C:15](=O)[C:16]([O:18][CH2:19][CH3:20])=[O:17]. No catalyst specified. The product is [CH3:1][O:2][C:3]1[CH:12]=[CH:11][C:6]2[N:7]3[CH:14]=[C:15]([C:16]([O:18][CH2:19][CH3:20])=[O:17])[N:10]=[C:8]3[S:9][C:5]=2[CH:4]=1. The yield is 0.430. (3) The reactants are [OH:1][CH2:2][C@@H:3]1[N:7]([CH2:8][C@@H:9]2[CH2:11][O:10]2)[C:6](=[O:12])[CH2:5][CH2:4]1.Cl. The catalyst is CCO.C(Cl)Cl. The product is [OH:10][CH2:11][C@@H:9]1[O:1][CH2:2][C@H:3]2[CH2:4][CH2:5][C:6](=[O:12])[N:7]2[CH2:8]1. The yield is 0.300. (4) The yield is 0.438. The catalyst is O1CCCC1.CN1CCCN(C)C1=O.CN1CCCN(C)C1=O. The product is [CH:23]1([CH2:22][CH:17]([C:14]2[CH:13]=[CH:12][C:11]([O:10][CH3:9])=[CH:16][CH:15]=2)[C:18]([OH:20])=[O:19])[CH2:27][CH2:26][CH2:25][CH2:24]1. The reactants are C([N-]C(C)C)(C)C.[Li+].[CH3:9][O:10][C:11]1[CH:16]=[CH:15][C:14]([CH2:17][C:18]([OH:20])=[O:19])=[CH:13][CH:12]=1.I[CH2:22][CH:23]1[CH2:27][CH2:26][CH2:25][CH2:24]1. (5) The reactants are [Cl:1][C:2]1[CH:3]=[C:4]2[C:8](=[CH:9][CH:10]=1)[N:7]([CH3:11])[C:6]([CH:12]([NH:19][C:20]1[CH:29]=[CH:28][C:23]([C:24]([O:26]C)=[O:25])=[CH:22][CH:21]=1)[CH2:13][CH2:14][CH2:15][CH2:16][CH2:17][CH3:18])=[CH:5]2.O1CCCC1.[OH-].[Na+]. The catalyst is C(O)C. The product is [Cl:1][C:2]1[CH:3]=[C:4]2[C:8](=[CH:9][CH:10]=1)[N:7]([CH3:11])[C:6]([CH:12]([NH:19][C:20]1[CH:21]=[CH:22][C:23]([C:24]([OH:26])=[O:25])=[CH:28][CH:29]=1)[CH2:13][CH2:14][CH2:15][CH2:16][CH2:17][CH3:18])=[CH:5]2. The yield is 0.980. (6) The reactants are [O:1]=[C:2]1[C:6]([CH2:7][C:8]([OH:10])=[O:9])=[CH:5][C:4](=O)[O:3]1.S(O)(O)(=O)=O.[NH2:17][NH2:18]. The catalyst is O. The product is [O:1]=[C:2]1[C:6]([CH2:7][C:8]([OH:10])=[O:9])=[CH:5][C:4](=[O:3])[NH:18][NH:17]1. The yield is 0.820.